From a dataset of Full USPTO retrosynthesis dataset with 1.9M reactions from patents (1976-2016). Predict the reactants needed to synthesize the given product. Given the product [CH3:15][C:7]1[C:6]2[C:10](=[C:2]([NH:1][S:21]([C:17]3[S:16][CH:20]=[CH:19][CH:18]=3)(=[O:23])=[O:22])[CH:3]=[CH:4][CH:5]=2)[NH:9][C:8]=1[C:11](=[O:14])[CH2:12][CH3:13], predict the reactants needed to synthesize it. The reactants are: [NH2:1][C:2]1[CH:3]=[CH:4][CH:5]=[C:6]2[C:10]=1[NH:9][C:8]([C:11](=[O:14])[CH2:12][CH3:13])=[C:7]2[CH3:15].[S:16]1[CH:20]=[CH:19][CH:18]=[C:17]1[S:21](Cl)(=[O:23])=[O:22].